From a dataset of Forward reaction prediction with 1.9M reactions from USPTO patents (1976-2016). Predict the product of the given reaction. Given the reactants [CH:1]([NH2:3])=[S:2].Cl[CH:5]([C:11]([CH3:13])=O)[C:6]([O:8][CH2:9][CH3:10])=[O:7].C(=O)([O-])[O-].[Mg+2], predict the reaction product. The product is: [CH3:13][C:11]1[N:3]=[CH:1][S:2][C:5]=1[C:6]([O:8][CH2:9][CH3:10])=[O:7].